Dataset: NCI-60 drug combinations with 297,098 pairs across 59 cell lines. Task: Regression. Given two drug SMILES strings and cell line genomic features, predict the synergy score measuring deviation from expected non-interaction effect. Synergy scores: CSS=-7.51, Synergy_ZIP=2.06, Synergy_Bliss=-0.552, Synergy_Loewe=-3.98, Synergy_HSA=-5.17. Cell line: HCC-2998. Drug 1: CN(C)C1=NC(=NC(=N1)N(C)C)N(C)C. Drug 2: N.N.Cl[Pt+2]Cl.